This data is from Full USPTO retrosynthesis dataset with 1.9M reactions from patents (1976-2016). The task is: Predict the reactants needed to synthesize the given product. (1) Given the product [OH:24][C:19]1[CH:20]=[CH:21][CH:22]=[CH:23][C:18]=1[NH:17][C:5]1[N:6]=[C:7]2[C:2]([NH:1][C:61](=[O:63])[N:8]2[C:9]2[CH:14]=[CH:13][CH:12]=[CH:11][C:10]=2[O:15][CH3:16])=[C:3]([C:25]([NH2:37])=[O:26])[N:4]=1, predict the reactants needed to synthesize it. The reactants are: [NH2:1][C:2]1[C:3]([C:25](OCC)=[O:26])=[N:4][C:5]([NH:17][C:18]2[CH:23]=[CH:22][CH:21]=[CH:20][C:19]=2[OH:24])=[N:6][C:7]=1[NH:8][C:9]1[CH:14]=[CH:13][CH:12]=[CH:11][C:10]=1[O:15][CH3:16].OC1C=CC=CC=1[NH:37]C1N=C(C(OCC)=O)C([N+]([O-])=O)=C(NC2C=CC=CC=2OC)N=1.[CH2:61]([OH:63])C. (2) Given the product [N:45]1[CH:46]=[CH:9][CH:10]=[N:11][C:12]=1[NH:8][C:6](=[O:7])[N:3]([CH3:4])[CH2:2][CH2:1][CH2:30][O:29][C:17]1[CH:18]=[CH:19][C:20]2[C:21]([C:25]([F:27])([F:28])[F:26])=[N:22][O:23][C:24]=2[C:16]=1[CH2:13][CH2:14][CH3:15], predict the reactants needed to synthesize it. The reactants are: [CH:1]1N=[CH:4][N:3]([C:6]([N:8]2[CH:12]=[N:11][CH:10]=[CH:9]2)=[O:7])[CH:2]=1.[CH2:13]([C:16]1[C:24]2[O:23][N:22]=[C:21]([C:25]([F:28])([F:27])[F:26])[C:20]=2[CH:19]=[CH:18][C:17]=1[O:29][CH2:30]CCNC)[CH2:14][CH3:15].[Li+].C[Si]([N-][Si](C)(C)C)(C)C.[NH2:45][C:46]1N=CC=CN=1.[NH4+].[Cl-].